From a dataset of Catalyst prediction with 721,799 reactions and 888 catalyst types from USPTO. Predict which catalyst facilitates the given reaction. (1) Reactant: [NH:1]1[CH:5]=[CH:4][N:3]=[CH:2]1.[CH3:6][O:7][C:8]([C:10]1[CH:11]=[C:12]([CH3:32])[C:13]2[O:19][C:18]3[C:20]([Cl:28])=[CH:21][C:22]([NH:24][CH2:25][CH2:26]Cl)=[CH:23][C:17]=3[CH2:16][S:15](=[O:30])(=[O:29])[C:14]=2[CH:31]=1)=[O:9]. Product: [CH3:6][O:7][C:8]([C:10]1[CH:11]=[C:12]([CH3:32])[C:13]2[O:19][C:18]3[C:20]([Cl:28])=[CH:21][C:22]([NH:24][CH2:25][CH2:26][N:1]4[CH:5]=[CH:4][N:3]=[CH:2]4)=[CH:23][C:17]=3[CH2:16][S:15](=[O:29])(=[O:30])[C:14]=2[CH:31]=1)=[O:9]. The catalyst class is: 3. (2) Reactant: [C:1]12([CH2:11][C:12](O)=[O:13])[CH2:10][CH:5]3[CH2:6][CH:7]([CH2:9][CH:3]([CH2:4]3)[CH2:2]1)[CH2:8]2.CCN=C=NCCCN(C)C.C(N(CC)CC)C.[CH2:33]([O:40][C:41]1[CH:42]=[C:43]2[C:48](=[CH:49][C:50]=1[O:51][CH3:52])[CH2:47][NH:46][CH2:45][CH2:44]2)[C:34]1[CH:39]=[CH:38][CH:37]=[CH:36][CH:35]=1. Product: [C:1]12([CH2:11][C:12]([N:46]3[CH2:45][CH2:44][C:43]4[C:48](=[CH:49][C:50]([O:51][CH3:52])=[C:41]([O:40][CH2:33][C:34]5[CH:35]=[CH:36][CH:37]=[CH:38][CH:39]=5)[CH:42]=4)[CH2:47]3)=[O:13])[CH2:8][CH:7]3[CH2:6][CH:5]([CH2:4][CH:3]([CH2:9]3)[CH2:2]1)[CH2:10]2. The catalyst class is: 64. (3) Reactant: [C:1]1([CH:7]([C:19]2[CH:24]=[CH:23][CH:22]=[CH:21][CH:20]=2)[CH2:8][N:9](C2C=CC=CC=2)[C:10](=[O:12])[O-])[CH:6]=[CH:5][CH:4]=[CH:3][CH:2]=1.[CH3:25][C:26]1[CH:27]=[C:28]([N:33]2[CH2:38][CH2:37][NH:36][CH2:35][CH2:34]2)[CH:29]=[C:30]([CH3:32])[CH:31]=1.C1CCN2C(=NCCC2)CC1. Product: [C:19]1([CH:7]([C:1]2[CH:2]=[CH:3][CH:4]=[CH:5][CH:6]=2)[CH2:8][NH:9][C:10]([N:36]2[CH2:37][CH2:38][N:33]([C:28]3[CH:29]=[C:30]([CH3:32])[CH:31]=[C:26]([CH3:25])[CH:27]=3)[CH2:34][CH2:35]2)=[O:12])[CH:20]=[CH:21][CH:22]=[CH:23][CH:24]=1. The catalyst class is: 1. (4) Reactant: [NH2:1][C:2]1[CH:3]=[CH:4][C:5]([N:8]2[CH:12]=[C:11]([CH2:13][CH2:14][CH2:15][O:16][C:17]3[C:22]([O:23][CH3:24])=[CH:21][CH:20]=[CH:19][C:18]=3[CH2:25][C:26]([O:28]C)=[O:27])[C:10]([CH:30]([CH3:32])[CH3:31])=[N:9]2)=[N:6][CH:7]=1.CN(C)C=O.[C:38](OC(=O)C)(=[O:40])[CH3:39]. Product: [C:38]([NH:1][C:2]1[CH:3]=[CH:4][C:5]([N:8]2[CH:12]=[C:11]([CH2:13][CH2:14][CH2:15][O:16][C:17]3[C:22]([O:23][CH3:24])=[CH:21][CH:20]=[CH:19][C:18]=3[CH2:25][C:26]([OH:28])=[O:27])[C:10]([CH:30]([CH3:31])[CH3:32])=[N:9]2)=[N:6][CH:7]=1)(=[O:40])[CH3:39]. The catalyst class is: 6. (5) Reactant: C(OC(=O)[NH:7][C@H:8]1[CH2:13][CH2:12][C@@H:11]([CH2:14][CH2:15][NH:16][C:17]([O:19][CH2:20][C:21]2[CH:26]=[CH:25][CH:24]=[CH:23][CH:22]=2)=[O:18])[CH2:10][CH2:9]1)(C)(C)C. Product: [CH2:20]([O:19][C:17](=[O:18])[NH:16][CH2:15][CH2:14][C@H:11]1[CH2:10][CH2:9][C@@H:8]([NH2:7])[CH2:13][CH2:12]1)[C:21]1[CH:22]=[CH:23][CH:24]=[CH:25][CH:26]=1. The catalyst class is: 137. (6) Reactant: [CH3:1][NH:2][C:3](=[O:17])[O:4][CH2:5][C:6]1[CH:11]=[C:10](/[C:12](/[CH3:15])=[N:13]/[OH:14])[CH:9]=[CH:8][C:7]=1[Cl:16].Br[CH2:19][C:20]1[CH:25]=[CH:24][CH:23]=[C:22]([CH3:26])[N:21]=1.C([O-])([O-])=O.[K+].[K+].O. Product: [CH3:1][NH:2][C:3](=[O:17])[O:4][CH2:5][C:6]1[CH:11]=[C:10](/[C:12](/[CH3:15])=[N:13]/[O:14][CH2:19][C:20]2[CH:25]=[CH:24][CH:23]=[C:22]([CH3:26])[N:21]=2)[CH:9]=[CH:8][C:7]=1[Cl:16]. The catalyst class is: 9.